From a dataset of Full USPTO retrosynthesis dataset with 1.9M reactions from patents (1976-2016). Predict the reactants needed to synthesize the given product. (1) Given the product [CH2:1]([C:8]1[CH:9]=[C:10]([C:14]([C:16]2[C:25]([OH:26])=[C:24]3[C:19]([CH:20]=[CH:21][CH:22]=[N:23]3)=[C:18]([CH3:33])[CH:17]=2)=[O:15])[CH:11]=[CH:12][CH:13]=1)[C:2]1[CH:3]=[CH:4][CH:5]=[CH:6][CH:7]=1, predict the reactants needed to synthesize it. The reactants are: [CH2:1]([C:8]1[CH:9]=[C:10]([C:14]([C:16]2[C:25]([O:26]COCCOC)=[C:24]3[C:19]([CH:20]=[CH:21][CH:22]=[N:23]3)=[C:18]([CH3:33])[CH:17]=2)=[O:15])[CH:11]=[CH:12][CH:13]=1)[C:2]1[CH:7]=[CH:6][CH:5]=[CH:4][CH:3]=1.FC(F)(F)C(O)=O. (2) Given the product [O:24]=[C:22]1[C:21]2[C:20](=[CH:28][CH:27]=[CH:26][CH:25]=2)[C:19](=[O:29])[N:23]1[CH2:6][CH2:7][C:8]1([NH:11][C:12](=[O:13])[O:14][C:15]([CH3:18])([CH3:17])[CH3:16])[CH2:10][CH2:9]1, predict the reactants needed to synthesize it. The reactants are: CS(O[CH2:6][CH2:7][C:8]1([NH:11][C:12]([O:14][C:15]([CH3:18])([CH3:17])[CH3:16])=[O:13])[CH2:10][CH2:9]1)(=O)=O.[C:19]1(=[O:29])[NH:23][C:22](=[O:24])[C:21]2=[CH:25][CH:26]=[CH:27][CH:28]=[C:20]12.[K]. (3) Given the product [CH3:32][C:30]1[CH:29]=[C:28]([CH3:33])[N:27]=[C:26]([NH:25][C:4](=[O:17])[C:5]([NH:7][C:8]2[CH:9]=[CH:10][C:11]([N+:14]([O-:16])=[O:15])=[CH:12][CH:13]=2)=[O:6])[CH:31]=1, predict the reactants needed to synthesize it. The reactants are: C(O[C:4](=[O:17])[C:5]([NH:7][C:8]1[CH:13]=[CH:12][C:11]([N+:14]([O-:16])=[O:15])=[CH:10][CH:9]=1)=[O:6])C.C(N(CC)CC)C.[NH2:25][C:26]1[CH:31]=[C:30]([CH3:32])[CH:29]=[C:28]([CH3:33])[N:27]=1. (4) Given the product [C:1]([C:5]1[N:6]=[C:7]([N:16]2[CH2:20][CH2:19][C:18]([F:21])([F:22])[CH2:17]2)[C:8]2[N:13]=[N:12][N:11]([CH2:14][CH2:15][OH:46])[C:9]=2[N:10]=1)([CH3:2])([CH3:3])[CH3:4], predict the reactants needed to synthesize it. The reactants are: [C:1]([C:5]1[N:6]=[C:7]([N:16]2[CH2:20][CH2:19][C:18]([F:22])([F:21])[CH2:17]2)[C:8]2[N:13]=[N:12][N:11]([CH2:14][CH3:15])[C:9]=2[N:10]=1)([CH3:4])([CH3:3])[CH3:2].C(C1N=C(N2CCC(F)(F)C2)C2N=NNC=2N=1)(C)(C)C.BrCC[OH:46]. (5) The reactants are: C([Li])C[CH2:3][CH3:4].[CH3:6][C:7]1[N:12]=[C:11]([CH:13]([C:15]2[CH:20]=[CH:19][CH:18]=[C:17]([CH3:21])[N:16]=2)[F:14])[CH:10]=[CH:9][CH:8]=1.C[N:23](C=O)C.Cl.[CH2:28]1[CH2:32][O:31][CH2:30][CH2:29]1. Given the product [CH:30]([C:29]1[N:23]=[C:3]([C:13]([C:15]2[CH:20]=[CH:19][CH:18]=[C:17]([CH3:21])[N:16]=2)([C:11]2[CH:10]=[CH:9][CH:8]=[C:7]([CH3:6])[N:12]=2)[F:14])[CH:4]=[CH:32][CH:28]=1)=[O:31], predict the reactants needed to synthesize it. (6) Given the product [C:1]([O:5][C:6]([N:8]([CH2:9][C:10]([N:18]1[CH2:25][CH2:24][CH2:23][C@H:19]1[C:20]([NH2:22])=[O:21])=[O:12])[CH2:13][CH:14]([CH3:16])[CH3:15])=[O:7])([CH3:2])([CH3:3])[CH3:4], predict the reactants needed to synthesize it. The reactants are: [C:1]([O:5][C:6]([N:8]([CH2:13][CH:14]([CH3:16])[CH3:15])[CH2:9][C:10]([OH:12])=O)=[O:7])([CH3:4])([CH3:3])[CH3:2].Cl.[NH:18]1[CH2:25][CH2:24][CH2:23][C@H:19]1[C:20]([NH2:22])=[O:21].O.ON1C2C=CC=CC=2N=N1.CCN=C=NCCCN(C)C.Cl.